From a dataset of Full USPTO retrosynthesis dataset with 1.9M reactions from patents (1976-2016). Predict the reactants needed to synthesize the given product. Given the product [C:1]([C:9]1[CH:41]=[CH:40][C:12]2[N:13]([CH2:17][CH2:18][O:19][C:20]3[CH:25]=[CH:24][C:23]([CH2:26][CH:27]([N:32]([C:33]([O:35][C:36]([CH3:37])([CH3:38])[CH3:39])=[O:34])[CH3:42])[C:28]([O:30][CH3:31])=[O:29])=[CH:22][CH:21]=3)[C:14](=[O:16])[S:15][C:11]=2[CH:10]=1)(=[O:8])[C:2]1[CH:3]=[CH:4][CH:5]=[CH:6][CH:7]=1, predict the reactants needed to synthesize it. The reactants are: [C:1]([C:9]1[CH:41]=[CH:40][C:12]2[N:13]([CH2:17][CH2:18][O:19][C:20]3[CH:25]=[CH:24][C:23]([CH2:26][CH:27]([NH:32][C:33]([O:35][C:36]([CH3:39])([CH3:38])[CH3:37])=[O:34])[C:28]([O:30][CH3:31])=[O:29])=[CH:22][CH:21]=3)[C:14](=[O:16])[S:15][C:11]=2[CH:10]=1)(=[O:8])[C:2]1[CH:7]=[CH:6][CH:5]=[CH:4][CH:3]=1.[CH3:42]I.[H-].[Na+].Cl.